Dataset: Catalyst prediction with 721,799 reactions and 888 catalyst types from USPTO. Task: Predict which catalyst facilitates the given reaction. Reactant: [C:1]([N:8]1[CH2:14][CH2:13][CH2:12][NH:11][CH2:10][CH2:9]1)([O:3][C:4]([CH3:7])([CH3:6])[CH3:5])=[O:2].Br[C:16]1[CH:23]=[CH:22][CH:21]=[CH:20][C:17]=1[C:18]#[N:19].CC1(C)C2C(=C(P(C3C=CC=CC=3)C3C=CC=CC=3)C=CC=2)OC2C(P(C3C=CC=CC=3)C3C=CC=CC=3)=CC=CC1=2.CC(C)([O-])C.[Na+]. Product: [C:4]([O:3][C:1]([N:8]1[CH2:14][CH2:13][CH2:12][N:11]([C:16]2[CH:23]=[CH:22][CH:21]=[CH:20][C:17]=2[C:18]#[N:19])[CH2:10][CH2:9]1)=[O:2])([CH3:7])([CH3:6])[CH3:5]. The catalyst class is: 62.